Task: Predict the reactants needed to synthesize the given product.. Dataset: Full USPTO retrosynthesis dataset with 1.9M reactions from patents (1976-2016) (1) Given the product [OH:49][C:36]1[C:35](=[O:34])[N:14]([C:15]2[S:16][C:17]([S:20]([C:23]3[CH:24]=[CH:25][C:26]([N+:29]([O-:31])=[O:30])=[CH:27][CH:28]=3)(=[O:21])=[O:22])=[CH:18][N:19]=2)[CH:8]([C:7]2[CH:10]=[CH:11][C:4]([O:3][C:2]([F:13])([F:12])[F:1])=[CH:5][CH:6]=2)[C:37]=1[C:38](=[O:39])[C:40]1[CH:45]=[CH:44][C:43]([CH:46]([CH3:48])[CH3:47])=[CH:42][CH:41]=1, predict the reactants needed to synthesize it. The reactants are: [F:1][C:2]([F:13])([F:12])[O:3][C:4]1[CH:11]=[CH:10][C:7]([CH:8]=O)=[CH:6][CH:5]=1.[NH2:14][C:15]1[S:16][C:17]([S:20]([C:23]2[CH:28]=[CH:27][C:26]([N+:29]([O-:31])=[O:30])=[CH:25][CH:24]=2)(=[O:22])=[O:21])=[CH:18][N:19]=1.C([O:34][C:35](=O)[C:36]([OH:49])=[CH:37][C:38]([C:40]1[CH:45]=[CH:44][C:43]([CH:46]([CH3:48])[CH3:47])=[CH:42][CH:41]=1)=[O:39])C. (2) Given the product [NH:1]1[C:9]2[C:4](=[CH:5][CH:6]=[CH:7][CH:8]=2)[C:3]([C@H:10]2[CH2:15][CH2:14][C@H:13]([NH:16][CH:17]([CH:22]3[CH2:23][CH2:24][N:25]([C:34](=[O:35])/[CH:33]=[CH:32]/[C:31]4[CH:30]=[C:29]([F:28])[CH:39]=[C:38]([F:40])[CH:37]=4)[CH2:26][CH2:27]3)[C:18]([O:20][CH3:21])=[O:19])[CH2:12][CH2:11]2)=[CH:2]1, predict the reactants needed to synthesize it. The reactants are: [NH:1]1[C:9]2[C:4](=[CH:5][CH:6]=[CH:7][CH:8]=2)[C:3]([CH:10]2[CH2:15][CH2:14][CH:13]([NH:16][CH:17]([CH:22]3[CH2:27][CH2:26][NH:25][CH2:24][CH2:23]3)[C:18]([O:20][CH3:21])=[O:19])[CH2:12][CH2:11]2)=[CH:2]1.[F:28][C:29]1[CH:30]=[C:31]([CH:37]=[C:38]([F:40])[CH:39]=1)/[CH:32]=[CH:33]/[C:34](O)=[O:35]. (3) The reactants are: C[O:2][C:3](=O)[CH:4]([C:16]1[CH:21]=[CH:20][C:19]([Br:22])=[CH:18][CH:17]=1)[NH:5][C:6]1[CH:11]=[CH:10][C:9]([C:12]([CH3:15])([CH3:14])[CH3:13])=[CH:8][CH:7]=1.[BH4-].[Na+].C(O)(=O)C. Given the product [Br:22][C:19]1[CH:20]=[CH:21][C:16]([CH:4]([NH:5][C:6]2[CH:7]=[CH:8][C:9]([C:12]([CH3:15])([CH3:14])[CH3:13])=[CH:10][CH:11]=2)[CH2:3][OH:2])=[CH:17][CH:18]=1, predict the reactants needed to synthesize it. (4) Given the product [CH3:23][C:7]1[N:8]([C:17]2[CH:22]=[CH:21][CH:20]=[CH:19][CH:18]=2)[C:9](=[O:16])[C:10]2[C:15]([C:6]=1[C:4]([OH:5])=[O:3])=[CH:14][CH:13]=[CH:12][CH:11]=2, predict the reactants needed to synthesize it. The reactants are: C([O:3][C:4]([C:6]1[C:15]2[C:10](=[CH:11][CH:12]=[CH:13][CH:14]=2)[C:9](=[O:16])[N:8]([C:17]2[CH:22]=[CH:21][CH:20]=[CH:19][CH:18]=2)[C:7]=1[CH3:23])=[O:5])C.[OH-].[Na+]. (5) Given the product [NH2:29][C:33]1[CH:34]=[CH:35][CH:36]=[CH:37][C:32]=1[NH:31][C:13](=[O:15])[C:12]1[CH:16]=[CH:17][N:18]=[C:10]([NH:9][C:1](=[O:8])[C:2]2[CH:3]=[CH:4][CH:5]=[CH:6][CH:7]=2)[CH:11]=1, predict the reactants needed to synthesize it. The reactants are: [C:1]([NH:9][C:10]1[CH:11]=[C:12]([CH:16]=[CH:17][N:18]=1)[C:13]([OH:15])=O)(=[O:8])[C:2]1[CH:7]=[CH:6][CH:5]=[CH:4][CH:3]=1.C(N(CC)C(C)C)(C)C.O[N:29]1[C:33]2[CH:34]=[CH:35][CH:36]=[CH:37][C:32]=2[N:31]=N1.Cl.C(N=C=NCCCN(C)C)C.C1(N)C=CC=CC=1N.